Predict the product of the given reaction. From a dataset of Forward reaction prediction with 1.9M reactions from USPTO patents (1976-2016). (1) Given the reactants C(O[BH-](OC(=O)C)OC(=O)C)(=O)C.[Na+].[F:15][C:16]1[CH:17]=[C:18]([CH:21]=[C:22]([C:24]([F:27])([F:26])[F:25])[CH:23]=1)[CH:19]=O.C(O)(=O)C.[NH2:32][C@H:33]1[CH2:39][CH2:38][CH2:37][N:36]([C:40]([O:42][C:43]([CH3:46])([CH3:45])[CH3:44])=[O:41])[C:35]2[CH:47]=[C:48]([C:52]([F:55])([F:54])[F:53])[C:49]([CH3:51])=[CH:50][C:34]1=2.C(=O)(O)[O-].[Na+], predict the reaction product. The product is: [C:43]([O:42][C:40]([N:36]1[CH2:37][CH2:38][CH2:39][C@H:33]([NH:32][CH2:19][C:18]2[CH:21]=[C:22]([C:24]([F:27])([F:26])[F:25])[CH:23]=[C:16]([F:15])[CH:17]=2)[C:34]2[CH:50]=[C:49]([CH3:51])[C:48]([C:52]([F:55])([F:53])[F:54])=[CH:47][C:35]1=2)=[O:41])([CH3:46])([CH3:45])[CH3:44]. (2) The product is: [CH3:36][NH:37][S:38]([NH:1][C:2]1[CH:3]=[CH:4][C:5]([C:8]2[N:13]=[C:12]3[N:14]([CH:17]4[CH2:22][CH2:21][N:20]([C:23]([O:25][C:26]([CH3:29])([CH3:27])[CH3:28])=[O:24])[CH2:19][CH2:18]4)[N:15]=[CH:16][C:11]3=[C:10]([N:30]3[CH2:31][CH2:32][O:33][CH2:34][CH2:35]3)[N:9]=2)=[CH:6][CH:7]=1)(=[O:40])=[O:39]. Given the reactants [NH2:1][C:2]1[CH:7]=[CH:6][C:5]([C:8]2[N:13]=[C:12]3[N:14]([CH:17]4[CH2:22][CH2:21][N:20]([C:23]([O:25][C:26]([CH3:29])([CH3:28])[CH3:27])=[O:24])[CH2:19][CH2:18]4)[N:15]=[CH:16][C:11]3=[C:10]([N:30]3[CH2:35][CH2:34][O:33][CH2:32][CH2:31]3)[N:9]=2)=[CH:4][CH:3]=1.[CH3:36][NH:37][S:38](Cl)(=[O:40])=[O:39].N1C=CC=CC=1, predict the reaction product. (3) Given the reactants [N+:1]([C:4]1[CH:12]=[CH:11][CH:10]=[CH:9][C:5]=1[C:6](Cl)=[O:7])([O-:3])=[O:2].C[Si](C)(C)[O:15][C:16]([CH3:21])=[CH:17][C:18](=[O:20])[CH3:19], predict the reaction product. The product is: [N+:1]([C:4]1[CH:12]=[CH:11][CH:10]=[CH:9][C:5]=1[C:6]([CH:17]([C:18](=[O:20])[CH3:19])[C:16](=[O:15])[CH3:21])=[O:7])([O-:3])=[O:2]. (4) Given the reactants Br[C:2]1[C:7]([N+:8]([O-:10])=[O:9])=[CH:6][C:5]([Cl:11])=[CH:4][N:3]=1.[Na+].[I-:13].O, predict the reaction product. The product is: [Cl:11][C:5]1[CH:6]=[C:7]([N+:8]([O-:10])=[O:9])[C:2]([I:13])=[N:3][CH:4]=1. (5) Given the reactants [CH3:1][O:2][C:3]1[C:13]([C:14]#[N:15])=[C:6]2[N:7]=[C:8]([CH3:12])[CH:9]=[C:10]([CH3:11])[N:5]2[N:4]=1.N, predict the reaction product. The product is: [CH3:1][O:2][C:3]1[C:13]([CH2:14][NH2:15])=[C:6]2[N:7]=[C:8]([CH3:12])[CH:9]=[C:10]([CH3:11])[N:5]2[N:4]=1.